This data is from NCI-60 drug combinations with 297,098 pairs across 59 cell lines. The task is: Regression. Given two drug SMILES strings and cell line genomic features, predict the synergy score measuring deviation from expected non-interaction effect. (1) Drug 1: CC1=C(C=C(C=C1)NC(=O)C2=CC=C(C=C2)CN3CCN(CC3)C)NC4=NC=CC(=N4)C5=CN=CC=C5. Drug 2: C(CCl)NC(=O)N(CCCl)N=O. Cell line: NCI-H226. Synergy scores: CSS=4.35, Synergy_ZIP=3.60, Synergy_Bliss=7.90, Synergy_Loewe=4.14, Synergy_HSA=4.07. (2) Drug 1: CC1C(C(CC(O1)OC2CC(CC3=C2C(=C4C(=C3O)C(=O)C5=C(C4=O)C(=CC=C5)OC)O)(C(=O)CO)O)N)O.Cl. Drug 2: CC1CCCC2(C(O2)CC(NC(=O)CC(C(C(=O)C(C1O)C)(C)C)O)C(=CC3=CSC(=N3)C)C)C. Cell line: IGROV1. Synergy scores: CSS=29.1, Synergy_ZIP=1.50, Synergy_Bliss=0.515, Synergy_Loewe=-15.1, Synergy_HSA=0.711. (3) Drug 1: C1=CC(=CC=C1CCC2=CNC3=C2C(=O)NC(=N3)N)C(=O)NC(CCC(=O)O)C(=O)O. Drug 2: COCCOC1=C(C=C2C(=C1)C(=NC=N2)NC3=CC=CC(=C3)C#C)OCCOC.Cl. Cell line: OVCAR3. Synergy scores: CSS=30.5, Synergy_ZIP=-3.36, Synergy_Bliss=-2.80, Synergy_Loewe=0.462, Synergy_HSA=1.52. (4) Drug 1: C1=NC2=C(N1)C(=S)N=C(N2)N. Drug 2: COC1=NC(=NC2=C1N=CN2C3C(C(C(O3)CO)O)O)N. Cell line: RXF 393. Synergy scores: CSS=1.07, Synergy_ZIP=-5.32, Synergy_Bliss=-1.66, Synergy_Loewe=-5.75, Synergy_HSA=-2.17. (5) Drug 1: CC1CCC2CC(C(=CC=CC=CC(CC(C(=O)C(C(C(=CC(C(=O)CC(OC(=O)C3CCCCN3C(=O)C(=O)C1(O2)O)C(C)CC4CCC(C(C4)OC)O)C)C)O)OC)C)C)C)OC. Drug 2: CC12CCC3C(C1CCC2OP(=O)(O)O)CCC4=C3C=CC(=C4)OC(=O)N(CCCl)CCCl.[Na+]. Cell line: A498. Synergy scores: CSS=27.2, Synergy_ZIP=8.21, Synergy_Bliss=8.97, Synergy_Loewe=-5.97, Synergy_HSA=9.28.